This data is from Peptide-MHC class I binding affinity with 185,985 pairs from IEDB/IMGT. The task is: Regression. Given a peptide amino acid sequence and an MHC pseudo amino acid sequence, predict their binding affinity value. This is MHC class I binding data. (1) The peptide sequence is MADQAMTQMY. The MHC is HLA-A01:01 with pseudo-sequence HLA-A01:01. The binding affinity (normalized) is 0.731. (2) The peptide sequence is LVIGFLFLA. The MHC is HLA-A02:02 with pseudo-sequence HLA-A02:02. The binding affinity (normalized) is 0.815. (3) The peptide sequence is PLPNFSSLNL. The MHC is HLA-A02:02 with pseudo-sequence HLA-A02:02. The binding affinity (normalized) is 0.524. (4) The peptide sequence is LPPIIQRL. The MHC is Mamu-A01 with pseudo-sequence Mamu-A01. The binding affinity (normalized) is 0.573. (5) The peptide sequence is RLPGPSDTPI. The MHC is HLA-A02:06 with pseudo-sequence HLA-A02:06. The binding affinity (normalized) is 0.252.